This data is from Cav3 T-type calcium channel HTS with 100,875 compounds. The task is: Binary Classification. Given a drug SMILES string, predict its activity (active/inactive) in a high-throughput screening assay against a specified biological target. (1) The compound is s1c(C2N(c3c4c(N2C)cccc4ccc3)C)ccc1. The result is 0 (inactive). (2) The molecule is OC(=O)C1(N(C(C=C1)C)C(=O)c1ccccc1)Cc1ccccc1. The result is 0 (inactive). (3) The drug is Clc1cc(NC(=O)C2OCCC2)c(O)cc1. The result is 0 (inactive). (4) The result is 0 (inactive). The drug is S(c1n(c(nn1)C(NC(=O)c1ccccc1)C)CC=C)Cc1ccc([N+]([O-])=O)cc1.